From a dataset of NCI-60 drug combinations with 297,098 pairs across 59 cell lines. Regression. Given two drug SMILES strings and cell line genomic features, predict the synergy score measuring deviation from expected non-interaction effect. (1) Drug 1: CCC1=C2CN3C(=CC4=C(C3=O)COC(=O)C4(CC)O)C2=NC5=C1C=C(C=C5)O. Drug 2: C1=NC(=NC(=O)N1C2C(C(C(O2)CO)O)O)N. Cell line: U251. Synergy scores: CSS=52.3, Synergy_ZIP=-4.89, Synergy_Bliss=-2.39, Synergy_Loewe=-9.25, Synergy_HSA=1.34. (2) Drug 1: CC1=CC2C(CCC3(C2CCC3(C(=O)C)OC(=O)C)C)C4(C1=CC(=O)CC4)C. Drug 2: CC(C)CN1C=NC2=C1C3=CC=CC=C3N=C2N. Cell line: MCF7. Synergy scores: CSS=-5.08, Synergy_ZIP=6.16, Synergy_Bliss=6.00, Synergy_Loewe=-5.33, Synergy_HSA=-5.33. (3) Drug 1: CN1C2=C(C=C(C=C2)N(CCCl)CCCl)N=C1CCCC(=O)O.Cl. Drug 2: CN(CC1=CN=C2C(=N1)C(=NC(=N2)N)N)C3=CC=C(C=C3)C(=O)NC(CCC(=O)O)C(=O)O. Cell line: HOP-62. Synergy scores: CSS=11.6, Synergy_ZIP=-3.53, Synergy_Bliss=-4.91, Synergy_Loewe=-31.8, Synergy_HSA=-5.72. (4) Drug 1: CC1C(C(CC(O1)OC2CC(CC3=C2C(=C4C(=C3O)C(=O)C5=C(C4=O)C(=CC=C5)OC)O)(C(=O)C)O)N)O.Cl. Drug 2: C1=CC=C(C(=C1)C(C2=CC=C(C=C2)Cl)C(Cl)Cl)Cl. Cell line: MCF7. Synergy scores: CSS=16.8, Synergy_ZIP=3.19, Synergy_Bliss=1.99, Synergy_Loewe=-25.7, Synergy_HSA=1.41.